Dataset: Reaction yield outcomes from USPTO patents with 853,638 reactions. Task: Predict the reaction yield, written as a fraction of the theoretical maximum amount of product (1.0 means a 100% yield; for example, 0.34 means a 34% yield). (1) The reactants are [OH:1][CH2:2][CH2:3][O:4][CH2:5][CH2:6][NH:7][C:8]([C:10]1[CH:11]=[C:12]([CH:16]=[CH:17][CH:18]=1)[C:13]([OH:15])=O)=[O:9].CN(C(ON1N=NC2C=CC=NC1=2)=[N+](C)C)C.F[P-](F)(F)(F)(F)F.C(N(CC)C(C)C)(C)C.[NH2:52][C:53]1[CH:75]=[CH:74][C:73]([N:76]2[CH2:81][CH2:80][CH2:79][CH2:78][CH2:77]2)=[CH:72][C:54]=1[C:55]([NH:57][C:58]1[N:63]=[CH:62][C:61]([C:64]2[CH:69]=[CH:68][C:67]([CH3:70])=[C:66]([CH3:71])[CH:65]=2)=[CH:60][N:59]=1)=[O:56]. The catalyst is CN(C)C=O. The product is [CH3:71][C:66]1[CH:65]=[C:64]([C:61]2[CH:60]=[N:59][C:58]([NH:57][C:55]([C:54]3[CH:72]=[C:73]([N:76]4[CH2:81][CH2:80][CH2:79][CH2:78][CH2:77]4)[CH:74]=[CH:75][C:53]=3[NH:52][C:13](=[O:15])[C:12]3[CH:16]=[CH:17][CH:18]=[C:10]([C:8]([NH:7][CH2:6][CH2:5][O:4][CH2:3][CH2:2][OH:1])=[O:9])[CH:11]=3)=[O:56])=[N:63][CH:62]=2)[CH:69]=[CH:68][C:67]=1[CH3:70]. The yield is 0.0900. (2) The reactants are [OH:1][CH2:2][C:3]1[CH:10]=[C:9]([CH3:11])[C:6]([C:7]#[N:8])=[C:5]([O:12][CH3:13])[N:4]=1. The catalyst is CC(O)=O.C(O)C.[Ni]. The product is [NH2:8][CH2:7][C:6]1[C:9]([CH3:11])=[CH:10][C:3]([CH2:2][OH:1])=[N:4][C:5]=1[O:12][CH3:13]. The yield is 0.587. (3) The reactants are [CH3:1][C:2]1([CH3:10])[CH2:7][CH2:6][C:5](=[O:8])[CH2:4][C:3]1=[O:9].[Br:11]Br. The catalyst is CC(O)=O. The product is [Br:11][CH:4]1[C:3](=[O:9])[C:2]([CH3:10])([CH3:1])[CH2:7][CH2:6][C:5]1=[O:8]. The yield is 1.00. (4) The reactants are [CH:1]([NH:4][C:5]1[C:10]([C:11](Cl)=[O:12])=[CH:9][N:8]=[C:7]([S:14][CH3:15])[N:6]=1)([CH3:3])[CH3:2].[CH3:16][O:17][C:18]1[CH:25]=[CH:24][C:21]([CH2:22][NH2:23])=[CH:20][CH:19]=1. The catalyst is O1CCCC1.ClCCl. The product is [CH3:16][O:17][C:18]1[CH:25]=[CH:24][C:21]([CH2:22][NH:23][C:11]([C:10]2[C:5]([NH:4][CH:1]([CH3:3])[CH3:2])=[N:6][C:7]([S:14][CH3:15])=[N:8][CH:9]=2)=[O:12])=[CH:20][CH:19]=1. The yield is 0.610.